From a dataset of Blood-brain barrier permeability classification from the B3DB database. Regression/Classification. Given a drug SMILES string, predict its absorption, distribution, metabolism, or excretion properties. Task type varies by dataset: regression for continuous measurements (e.g., permeability, clearance, half-life) or binary classification for categorical outcomes (e.g., BBB penetration, CYP inhibition). Dataset: b3db_classification. (1) The compound is O=C(Cn1ccnc1)c1ccc2ccccc2c1. The result is 1 (penetrates BBB). (2) The drug is Fc1ccc(C(CCCN2CCN(CCNc3ccccc3)CC2)c2ccc(F)cc2)cc1. The result is 1 (penetrates BBB). (3) The drug is CN(C(=O)Cc1ccc(Cl)c(Cl)c1)C(CN1CCCC1)c1cccc(OCC(=O)O)c1. The result is 0 (does not penetrate BBB).